From a dataset of Full USPTO retrosynthesis dataset with 1.9M reactions from patents (1976-2016). Predict the reactants needed to synthesize the given product. The reactants are: [CH2:1]([NH:3][C:4](=[O:38])[NH:5][C:6]1[CH:11]=[CH:10][C:9]([C:12]2[N:13]=[C:14]([N:31]3[CH2:36][CH2:35][O:34][CH2:33][C@@H:32]3[CH3:37])[C:15]3[CH2:21][CH2:20][N:19](C(OC(C)(C)C)=O)[C:18]([CH3:30])([CH3:29])[C:16]=3[N:17]=2)=[CH:8][CH:7]=1)[CH3:2].C(Cl)Cl.FC(F)(F)C(O)=O. Given the product [CH3:30][C:18]1([CH3:29])[C:16]2[N:17]=[C:12]([C:9]3[CH:10]=[CH:11][C:6]([NH:5][C:4]([NH:3][CH2:1][CH3:2])=[O:38])=[CH:7][CH:8]=3)[N:13]=[C:14]([N:31]3[CH2:36][CH2:35][O:34][CH2:33][C@@H:32]3[CH3:37])[C:15]=2[CH2:21][CH2:20][NH:19]1, predict the reactants needed to synthesize it.